Dataset: Peptide-MHC class II binding affinity with 134,281 pairs from IEDB. Task: Regression. Given a peptide amino acid sequence and an MHC pseudo amino acid sequence, predict their binding affinity value. This is MHC class II binding data. (1) The peptide sequence is VNALNSPLHQEYEENLGDSI. The MHC is DRB1_0301 with pseudo-sequence DRB1_0301. The binding affinity (normalized) is 0.0362. (2) The peptide sequence is RGHHRQVIGAAQLGR. The MHC is DRB3_0101 with pseudo-sequence DRB3_0101. The binding affinity (normalized) is 0.0708. (3) The peptide sequence is WQLYMFGETLSRAII. The MHC is DRB1_0701 with pseudo-sequence DRB1_0701. The binding affinity (normalized) is 0.837. (4) The peptide sequence is EEFCTLASRFLVEED. The MHC is HLA-DQA10102-DQB10602 with pseudo-sequence HLA-DQA10102-DQB10602. The binding affinity (normalized) is 0.268.